Dataset: Full USPTO retrosynthesis dataset with 1.9M reactions from patents (1976-2016). Task: Predict the reactants needed to synthesize the given product. Given the product [CH3:35][N:38]([CH3:39])[CH2:5][CH2:7][N:8]1[C:13](=[O:14])[C:12]2[C:15]([NH:21][C:22]3[CH:27]=[CH:26][C:25]([I:28])=[CH:24][C:23]=3[F:29])=[CH:16][C:17](=[O:20])[N:18]([CH3:19])[C:11]=2[N:10]=[CH:9]1, predict the reactants needed to synthesize it. The reactants are: CC1(C)O[C@@H:5]([CH2:7][N:8]2[C:13](=[O:14])[C:12]3[C:15]([NH:21][C:22]4[CH:27]=[CH:26][C:25]([I:28])=[CH:24][C:23]=4[F:29])=[CH:16][C:17](=[O:20])[N:18]([CH3:19])[C:11]=3[N:10]=[CH:9]2)CO1.NC1C=C[C:35]([NH:38][C:39]2C3C(=O)NC=NC=3N(C)C(=O)C=2)=C(F)C=1.Br.BrCCN(C)C.